Dataset: Forward reaction prediction with 1.9M reactions from USPTO patents (1976-2016). Task: Predict the product of the given reaction. (1) Given the reactants [F:1][C:2]1[CH:7]=[CH:6][CH:5]=[C:4]([F:8])[C:3]=1[CH:9]1[NH:14][C:13]2[CH:15]=[CH:16][C:17](B3OC(C)(C)C(C)(C)O3)=[CH:18][C:12]=2[O:11][CH2:10]1.FC(F)(F)S(O[C:34]1[N:35]=[C:36]([C:41]2[CH:46]=[N:45][CH:44]=[CH:43][N:42]=2)[S:37][C:38]=1[CH2:39][CH3:40])(=O)=O, predict the reaction product. The product is: [F:8][C:4]1[CH:5]=[CH:6][CH:7]=[C:2]([F:1])[C:3]=1[CH:9]1[CH2:10][O:11][C:12]2[CH:18]=[C:17]([C:34]3[N:35]=[C:36]([C:41]4[CH:46]=[N:45][CH:44]=[CH:43][N:42]=4)[S:37][C:38]=3[CH2:39][CH3:40])[CH:16]=[CH:15][C:13]=2[NH:14]1. (2) Given the reactants [CH3:1][O:2][C:3](=[O:18])[C:4]1[CH:9]=[C:8]([N+:10]([O-])=O)[CH:7]=[CH:6][C:5]=1[CH2:13][C:14]([O:16][CH3:17])=[O:15].Cl[Sn]Cl, predict the reaction product. The product is: [CH3:1][O:2][C:3](=[O:18])[C:4]1[CH:9]=[C:8]([NH2:10])[CH:7]=[CH:6][C:5]=1[CH2:13][C:14]([O:16][CH3:17])=[O:15]. (3) Given the reactants C([O:8][C:9]1[CH:14]=[CH:13][C:12]([C@@H:15]([NH:28][C:29](=[O:38])[C@H:30]([C:32]2[CH:37]=[CH:36][CH:35]=[CH:34][CH:33]=2)[CH3:31])[C@H:16]2[CH2:20][CH2:19][CH2:18][N:17]2[C:21]([O:23][C:24]([CH3:27])([CH3:26])[CH3:25])=[O:22])=[CH:11][CH:10]=1)C1C=CC=CC=1.[H][H], predict the reaction product. The product is: [OH:8][C:9]1[CH:14]=[CH:13][C:12]([C@@H:15]([NH:28][C:29](=[O:38])[C@H:30]([C:32]2[CH:33]=[CH:34][CH:35]=[CH:36][CH:37]=2)[CH3:31])[C@H:16]2[CH2:20][CH2:19][CH2:18][N:17]2[C:21]([O:23][C:24]([CH3:27])([CH3:26])[CH3:25])=[O:22])=[CH:11][CH:10]=1. (4) Given the reactants [CH2:1]([NH:3][C:4]1[N:9]=[C:8]([NH:10][CH:11]2[CH2:16][CH2:15][CH2:14][CH2:13][CH2:12]2)[CH:7]=[C:6]([CH3:17])[N:5]=1)[CH3:2].[I:18]N1C(=O)CCC1=O, predict the reaction product. The product is: [CH2:1]([NH:3][C:4]1[N:9]=[C:8]([NH:10][CH:11]2[CH2:16][CH2:15][CH2:14][CH2:13][CH2:12]2)[C:7]([I:18])=[C:6]([CH3:17])[N:5]=1)[CH3:2]. (5) Given the reactants [CH2:1]([N:9]([C:24]1[CH:33]=[CH:32][C:31]2[C:30]([CH3:35])([CH3:34])[CH2:29][CH2:28][C:27]([CH3:37])([CH3:36])[C:26]=2[CH:25]=1)[C:10](=[O:23])[NH:11][C:12]1[CH:22]=[CH:21][C:15]([C:16]([O:18]CC)=[O:17])=[CH:14][CH:13]=1)[CH2:2][C:3]1[CH:8]=[CH:7][CH:6]=[CH:5][CH:4]=1.[OH-].[K+].Cl, predict the reaction product. The product is: [CH2:1]([N:9]([C:24]1[CH:33]=[CH:32][C:31]2[C:30]([CH3:35])([CH3:34])[CH2:29][CH2:28][C:27]([CH3:37])([CH3:36])[C:26]=2[CH:25]=1)[C:10](=[O:23])[NH:11][C:12]1[CH:22]=[CH:21][C:15]([C:16]([OH:18])=[O:17])=[CH:14][CH:13]=1)[CH2:2][C:3]1[CH:4]=[CH:5][CH:6]=[CH:7][CH:8]=1. (6) Given the reactants [OH:1][C:2]1[C:9]([O:10][C:11]([F:14])([F:13])[F:12])=[CH:8][CH:7]=[CH:6][C:3]=1[CH:4]=[O:5].C([O-])([O-])=O.[K+].[K+].Br[CH2:22][CH2:23][CH3:24], predict the reaction product. The product is: [CH2:22]([O:1][C:2]1[C:9]([O:10][C:11]([F:12])([F:13])[F:14])=[CH:8][CH:7]=[CH:6][C:3]=1[CH:4]=[O:5])[CH2:23][CH3:24]. (7) Given the reactants C([O:4][C:5]1[CH:14]=[CH:13][CH:12]=[C:11]2[C:6]=1[C:7]([NH:15][C:16]1[CH:17]=[C:18]3[C:22](=[CH:23][CH:24]=1)[N:21]([CH2:25][C:26]1[CH:31]=[CH:30][CH:29]=[CH:28][N:27]=1)[CH:20]=[CH:19]3)=[N:8][CH:9]=[N:10]2)C=C.CC1(C)OC(=O)CC(=O)O1, predict the reaction product. The product is: [N:27]1[CH:28]=[CH:29][CH:30]=[CH:31][C:26]=1[CH2:25][N:21]1[C:22]2[C:18](=[CH:17][C:16]([NH:15][C:7]3[C:6]4[C:5]([OH:4])=[CH:14][CH:13]=[CH:12][C:11]=4[N:10]=[CH:9][N:8]=3)=[CH:24][CH:23]=2)[CH:19]=[CH:20]1. (8) Given the reactants [Br:1][C:2]1[CH:7]=[CH:6][C:5](I)=[C:4]([CH3:9])[CH:3]=1.[F:10][C:11]1[CH:16]=[CH:15][C:14](B(O)O)=[CH:13][CH:12]=1.O.P([O-])([O-])([O-])=O.[K+].[K+].[K+], predict the reaction product. The product is: [Br:1][C:2]1[CH:7]=[CH:6][C:5]([C:14]2[CH:15]=[CH:16][C:11]([F:10])=[CH:12][CH:13]=2)=[C:4]([CH3:9])[CH:3]=1. (9) Given the reactants C(N(CC)CC)C.[C:16](O[C:16]([O:18][C:19]([CH3:22])([CH3:21])[CH3:20])=[O:17])([O:18][C:19]([CH3:22])([CH3:21])[CH3:20])=[O:17].CN(C1C=CC=CN=1)C.[Br:32][C:33]1[CH:34]=[C:35]2[C:39](=[CH:40][CH:41]=1)[NH:38][N:37]=[CH:36]2, predict the reaction product. The product is: [C:19]([O:18][C:16]([N:38]1[C:39]2[C:35](=[CH:34][C:33]([Br:32])=[CH:41][CH:40]=2)[CH:36]=[N:37]1)=[O:17])([CH3:20])([CH3:21])[CH3:22]. (10) Given the reactants [Br:1][C:2]1[CH:7]=[C:6]([N+:8]([O-:10])=[O:9])[CH:5]=[CH:4][C:3]=1[C:11](=[O:14])[CH2:12][Cl:13].[BH4-].[Na+].O, predict the reaction product. The product is: [Br:1][C:2]1[CH:7]=[C:6]([N+:8]([O-:10])=[O:9])[CH:5]=[CH:4][C:3]=1[CH:11]([OH:14])[CH2:12][Cl:13].